Task: Predict the reactants needed to synthesize the given product.. Dataset: Full USPTO retrosynthesis dataset with 1.9M reactions from patents (1976-2016) (1) Given the product [Cl:22][C:20]1[CH:19]=[C:18]([Cl:23])[C:12]2[C:13](=[O:14])[NH:8][N:9]=[CH:10][C:11]=2[N:21]=1, predict the reactants needed to synthesize it. The reactants are: C(OC([NH:8][N:9]=[CH:10][C:11]1[N:21]=[C:20]([Cl:22])[CH:19]=[C:18]([Cl:23])[C:12]=1[C:13](OCC)=[O:14])=O)(C)(C)C.FC(F)(F)C(O)=O. (2) Given the product [F:32][C:28]1[CH:27]=[C:26]2[C:31]([C:22]([NH:20][C:10]3[C:11]([N:14]4[CH2:15][CH2:16][O:17][CH2:18][CH2:19]4)=[N:12][CH:13]=[C:8]([N:6]4[CH2:5][CH2:4][O:3][C@H:2]([CH3:1])[CH2:7]4)[CH:9]=3)=[C:23]([CH3:39])[C:24]([C:33]3[CH:38]=[CH:37][CH:36]=[CH:35][N:34]=3)=[N:25]2)=[CH:30][CH:29]=1, predict the reactants needed to synthesize it. The reactants are: [CH3:1][C@@H:2]1[CH2:7][N:6]([C:8]2[CH:9]=[C:10]([NH2:20])[C:11]([N:14]3[CH2:19][CH2:18][O:17][CH2:16][CH2:15]3)=[N:12][CH:13]=2)[CH2:5][CH2:4][O:3]1.Cl[C:22]1[C:31]2[C:26](=[CH:27][C:28]([F:32])=[CH:29][CH:30]=2)[N:25]=[C:24]([C:33]2[CH:38]=[CH:37][CH:36]=[CH:35][N:34]=2)[C:23]=1[CH3:39].Cl.O1CCOCC1.CN1C(=O)CCC1. (3) Given the product [C:1]1([C:7]2[O:8][C:9]([C:14]3[CH:19]=[CH:18][CH:17]=[CH:16][CH:15]=3)=[CH:10][C:11]=2[C:12]([OH:21])=[O:20])[CH:6]=[CH:5][CH:4]=[CH:3][CH:2]=1, predict the reactants needed to synthesize it. The reactants are: [C:1]1([C:7]2[O:8][C:9]([C:14]3[CH:19]=[CH:18][CH:17]=[CH:16][CH:15]=3)=[CH:10][C:11]=2[C:12]#N)[CH:6]=[CH:5][CH:4]=[CH:3][CH:2]=1.[OH2:20].[OH-:21].[Na+]. (4) Given the product [NH2:8][C:9]1([CH:13]([CH3:16])[CH2:14][OH:15])[CH2:12][CH2:11][CH2:10]1, predict the reactants needed to synthesize it. The reactants are: C([NH:8][C:9]1([CH:13]([CH3:16])[CH2:14][OH:15])[CH2:12][CH2:11][CH2:10]1)C1C=CC=CC=1. (5) Given the product [CH:41]([C:2]1[CH:7]=[CH:6][C:5]([C:8]2[CH:13]=[CH:12][CH:11]=[CH:10][CH:9]=2)=[C:4]([CH2:14][NH:15][CH2:16][C@@H:17]([OH:32])[C@@H:18]([NH:28][C:29](=[O:31])[CH3:30])[CH2:19][C:20]2[CH:25]=[C:24]([F:26])[CH:23]=[C:22]([F:27])[CH:21]=2)[CH:3]=1)([CH2:43][CH3:44])[CH3:42], predict the reactants needed to synthesize it. The reactants are: Br[C:2]1[CH:7]=[CH:6][C:5]([C:8]2[CH:13]=[CH:12][CH:11]=[CH:10][CH:9]=2)=[C:4]([CH2:14][NH:15][CH2:16][C@@H:17]([OH:32])[C@@H:18]([NH:28][C:29](=[O:31])[CH3:30])[CH2:19][C:20]2[CH:25]=[C:24]([F:26])[CH:23]=[C:22]([F:27])[CH:21]=2)[CH:3]=1.P([O-])([O-])([O-])=O.[K+].[K+].[K+].[CH:41](B([CH:41]([CH2:43][CH3:44])[CH3:42])[CH:41]([CH2:43][CH3:44])[CH3:42])([CH2:43][CH3:44])[CH3:42]. (6) Given the product [Br:1][C:2]1[C:10]2[C:9]([NH:20][CH:17]3[CH2:18][CH2:19][CH:14]([N:13]([CH3:21])[CH3:12])[CH2:15][CH2:16]3)=[N:8][CH:7]=[N:6][C:5]=2[S:4][CH:3]=1, predict the reactants needed to synthesize it. The reactants are: [Br:1][C:2]1[C:10]2[C:9](Cl)=[N:8][CH:7]=[N:6][C:5]=2[S:4][CH:3]=1.[CH3:12][N:13]([CH3:21])[CH:14]1[CH2:19][CH2:18][CH:17]([NH2:20])[CH2:16][CH2:15]1.C(=O)([O-])[O-].[K+].[K+].